From a dataset of Reaction yield outcomes from USPTO patents with 853,638 reactions. Predict the reaction yield, written as a fraction of the theoretical maximum amount of product (1.0 means a 100% yield; for example, 0.34 means a 34% yield). The reactants are [CH2:1]([N:8]([CH2:25][C@H:26]([O:39][CH:40]([O:42][CH2:43][CH3:44])[CH3:41])[CH2:27]OS(C1C=CC(C)=CC=1)(=O)=O)[C@@H:9]([CH2:20][C:21]([O:23][CH3:24])=[O:22])[C:10]([O:12][CH2:13][C:14]1[CH:19]=[CH:18][CH:17]=[CH:16][CH:15]=1)=[O:11])[C:2]1[CH:7]=[CH:6][CH:5]=[CH:4][CH:3]=1.C1(C)C=CC=CC=1.C[Si](C)(C)[N-][Si](C)(C)C.[Li+]. The catalyst is O1CCCC1. The product is [CH2:1]([N:8]1[CH2:25][C@H:26]([O:39][CH:40]([O:42][CH2:43][CH3:44])[CH3:41])[CH2:27][C@H:20]([C:21]([O:23][CH3:24])=[O:22])[C@H:9]1[C:10]([O:12][CH2:13][C:14]1[CH:19]=[CH:18][CH:17]=[CH:16][CH:15]=1)=[O:11])[C:2]1[CH:3]=[CH:4][CH:5]=[CH:6][CH:7]=1. The yield is 0.699.